Dataset: Full USPTO retrosynthesis dataset with 1.9M reactions from patents (1976-2016). Task: Predict the reactants needed to synthesize the given product. (1) Given the product [C:1]([O:5][C:6](=[O:24])[NH:7][C@@H:8]([C:12]1[CH:17]=[CH:16][C:15]([O:18][C:19]([F:21])([F:22])[F:20])=[C:14]([F:23])[CH:13]=1)[CH2:9][O:10][CH3:11])([CH3:4])([CH3:2])[CH3:3], predict the reactants needed to synthesize it. The reactants are: [C:1]([O:5][C:6](=[O:24])[NH:7][CH:8]([C:12]1[CH:17]=[CH:16][C:15]([O:18][C:19]([F:22])([F:21])[F:20])=[C:14]([F:23])[CH:13]=1)[CH2:9][O:10][CH3:11])([CH3:4])([CH3:3])[CH3:2]. (2) Given the product [Br:1][C:2]1[C:10]([O:24][CH3:25])=[CH:9][C:5]([C:6]([O:8][CH3:13])=[O:7])=[C:4]([F:12])[CH:3]=1, predict the reactants needed to synthesize it. The reactants are: [Br:1][C:2]1[C:10](O)=[CH:9][C:5]([C:6]([OH:8])=[O:7])=[C:4]([F:12])[CH:3]=1.[C:13]([O-])([O-])=O.[K+].[K+].S([O:24][CH3:25])(OC)(=O)=O. (3) Given the product [CH2:31]([O:33][C:34](=[O:44])[C:35]1[CH:36]=[C:37]([OH:43])[C:38]([Br:42])=[C:39]([O:30][CH2:29][CH2:28][C:22]2[CH:23]=[CH:24][C:25]([Cl:27])=[CH:26][C:21]=2[Cl:20])[CH:40]=1)[CH3:32], predict the reactants needed to synthesize it. The reactants are: C1(P(C2C=CC=CC=2)C2C=CC=CC=2)C=CC=CC=1.[Cl:20][C:21]1[CH:26]=[C:25]([Cl:27])[CH:24]=[CH:23][C:22]=1[CH2:28][CH2:29][OH:30].[CH2:31]([O:33][C:34](=[O:44])[C:35]1[CH:40]=[C:39](O)[C:38]([Br:42])=[C:37]([OH:43])[CH:36]=1)[CH3:32].CCOC(/N=N/C(OCC)=O)=O. (4) Given the product [CH3:15][N:16]([CH3:17])[CH2:13][C:4]1[C:5]2[C:10](=[CH:9][C:8]([CH3:11])=[CH:7][C:6]=2[CH3:12])[N:2]([CH3:1])[CH:3]=1, predict the reactants needed to synthesize it. The reactants are: [CH3:1][N:2]1[C:10]2[C:5](=[C:6]([CH3:12])[CH:7]=[C:8]([CH3:11])[CH:9]=2)[C:4]([CH:13]=O)=[CH:3]1.[CH3:15][NH:16][CH3:17].C(O[BH-](OC(=O)C)OC(=O)C)(=O)C.[Na+]. (5) Given the product [O:1]1[CH2:4][CH:3]([O:5][C:13](=[O:14])[O:15][C:16]2[CH:17]=[CH:18][C:19]([N+:22]([O-:24])=[O:23])=[CH:20][CH:21]=2)[CH2:2]1, predict the reactants needed to synthesize it. The reactants are: [O:1]1[CH2:4][CH:3]([OH:5])[CH2:2]1.N1C=CC=CC=1.Cl[C:13]([O:15][C:16]1[CH:21]=[CH:20][C:19]([N+:22]([O-:24])=[O:23])=[CH:18][CH:17]=1)=[O:14]. (6) Given the product [Cl:1][C:2]1[CH:16]=[CH:15][C:5]2[N:6]=[C:7]([N:9]3[CH2:14][CH2:13][N:12]([C:31]([C:30]4[CH:29]=[CH:28][C:27]([NH:26][S:23]([C:18]5[CH:19]=[CH:20][CH:21]=[CH:22][N:17]=5)(=[O:25])=[O:24])=[CH:35][CH:34]=4)=[O:32])[CH2:11][CH2:10]3)[O:8][C:4]=2[CH:3]=1, predict the reactants needed to synthesize it. The reactants are: [Cl:1][C:2]1[CH:16]=[CH:15][C:5]2[N:6]=[C:7]([N:9]3[CH2:14][CH2:13][NH:12][CH2:11][CH2:10]3)[O:8][C:4]=2[CH:3]=1.[N:17]1[CH:22]=[CH:21][CH:20]=[CH:19][C:18]=1[S:23]([NH:26][C:27]1[CH:35]=[CH:34][C:30]([C:31](O)=[O:32])=[CH:29][CH:28]=1)(=[O:25])=[O:24]. (7) Given the product [OH:69][CH2:68][C:65]1[CH:64]=[C:63]([CH2:62][NH:61][C:19]([C:5]2[C:6](=[O:18])[N:7]([C:8]3[CH:13]=[CH:12][CH:11]=[C:10]([C:14]([F:17])([F:15])[F:16])[CH:9]=3)[C:2]([CH3:1])=[C:3]([C:22]3[N:23]([CH3:27])[N:24]=[CH:25][CH:26]=3)[CH:4]=2)=[O:20])[O:67][N:66]=1, predict the reactants needed to synthesize it. The reactants are: [CH3:1][C:2]1[N:7]([C:8]2[CH:13]=[CH:12][CH:11]=[C:10]([C:14]([F:17])([F:16])[F:15])[CH:9]=2)[C:6](=[O:18])[C:5]([C:19](O)=[O:20])=[CH:4][C:3]=1[C:22]1[N:23]([CH3:27])[N:24]=[CH:25][CH:26]=1.CN(C(ON1N=NC2C=CC=CC1=2)=[N+](C)C)C.F[P-](F)(F)(F)(F)F.CCN(C(C)C)C(C)C.[NH2:61][CH2:62][C:63]1[O:67][N:66]=[C:65]([CH2:68][OH:69])[CH:64]=1. (8) Given the product [Si:11]([O:18][C@H:19]1[CH2:23][CH2:22][N:21](/[N:24]=[CH:25]/[C:26]2[CH:33]=[CH:32][C:29]([C:30]#[N:31])=[C:28]([Cl:34])[C:27]=2[CH3:35])[C@@H:20]1[CH:36]=[O:37])([C:14]([CH3:17])([CH3:16])[CH3:15])([CH3:13])[CH3:12], predict the reactants needed to synthesize it. The reactants are: C(Cl)(=O)C(Cl)=O.CS(C)=O.[Si:11]([O:18][C@H:19]1[CH2:23][CH2:22][N:21](/[N:24]=[CH:25]/[C:26]2[CH:33]=[CH:32][C:29]([C:30]#[N:31])=[C:28]([Cl:34])[C:27]=2[CH3:35])[C@@H:20]1[CH2:36][OH:37])([C:14]([CH3:17])([CH3:16])[CH3:15])([CH3:13])[CH3:12]. (9) Given the product [CH:14]1([NH:1][C@H:2]2[CH2:6][CH2:5][N:4]([C:7]([O:9][C:10]([CH3:13])([CH3:12])[CH3:11])=[O:8])[CH2:3]2)[CH2:17][CH2:16][CH2:15]1, predict the reactants needed to synthesize it. The reactants are: [NH2:1][C@H:2]1[CH2:6][CH2:5][N:4]([C:7]([O:9][C:10]([CH3:13])([CH3:12])[CH3:11])=[O:8])[CH2:3]1.[C:14]1(=O)[CH2:17][CH2:16][CH2:15]1.